Dataset: Reaction yield outcomes from USPTO patents with 853,638 reactions. Task: Predict the reaction yield, written as a fraction of the theoretical maximum amount of product (1.0 means a 100% yield; for example, 0.34 means a 34% yield). (1) The reactants are [Cl:1][C:2]1[CH:3]=[C:4]([S:9]([NH:12][C:13]2[CH:21]=[CH:20][C:16]([C:17]([OH:19])=[O:18])=[C:15]([OH:22])[CH:14]=2)(=[O:11])=[O:10])[CH:5]=[C:6]([Cl:8])[CH:7]=1.[CH3:23][O:24][CH:25]([CH2:28][CH3:29])[CH2:26]O. No catalyst specified. The product is [Cl:8][C:6]1[CH:5]=[C:4]([S:9]([NH:12][C:13]2[CH:21]=[CH:20][C:16]([C:17]([O:19][CH2:26][CH:25]([O:24][CH3:23])[CH2:28][CH3:29])=[O:18])=[C:15]([OH:22])[CH:14]=2)(=[O:10])=[O:11])[CH:3]=[C:2]([Cl:1])[CH:7]=1. The yield is 0.700. (2) The reactants are [NH2:1][C:2]1[CH:7]=[CH:6][C:5]([NH:8][S:9]([CH3:12])(=[O:11])=[O:10])=[CH:4][CH:3]=1.Cl[S:14]([N:17]=[C:18]=[O:19])(=[O:16])=[O:15].[Cl-].[Al+3].[Cl-].[Cl-].O. The catalyst is [N+](CC)([O-])=O. The product is [O:15]=[S:14]1(=[O:16])[C:3]2[CH:4]=[C:5]([NH:8][S:9]([CH3:12])(=[O:11])=[O:10])[CH:6]=[CH:7][C:2]=2[NH:1][C:18](=[O:19])[NH:17]1. The yield is 0.810. (3) The reactants are C(OC([N:8]1[C:16]2[C:11](=[C:12]([F:17])[CH:13]=[CH:14][CH:15]=2)[CH:10]=[C:9]1[B:18]([OH:20])[OH:19])=O)(C)(C)C. The catalyst is C(O)(C(F)(F)F)=O. The product is [F:17][C:12]1[CH:13]=[CH:14][CH:15]=[C:16]2[C:11]=1[CH:10]=[C:9]([B:18]([OH:20])[OH:19])[NH:8]2. The yield is 0.940. (4) The reactants are Cl[C:2]1[C:3]2[S:10][CH:9]=[CH:8][C:4]=2[N:5]=[CH:6][N:7]=1.FC1C=C([N+]([O-])=O)C=CC=1OC1C2SC(C(NCCN3CCOCC3)=O)=CC=2N=CN=1.FC1C=C([N+]([O-])=O)C=CC=1O.[Cl:53][C:54]1[CH:55]=[C:56]([OH:63])[CH:57]=[CH:58][C:59]=1[N+:60]([O-:62])=[O:61]. No catalyst specified. The product is [Cl:53][C:54]1[CH:55]=[C:56]([CH:57]=[CH:58][C:59]=1[N+:60]([O-:62])=[O:61])[O:63][C:2]1[C:3]2[S:10][CH:9]=[CH:8][C:4]=2[N:5]=[CH:6][N:7]=1. The yield is 0.720. (5) The reactants are [NH:1]1[CH:5]=[CH:4][N:3]=[C:2]1[CH:6]=[O:7].[CH2:8](Br)[CH:9]=[CH2:10].C(N(C(C)C)CC)(C)C. The catalyst is CN(C)C=O. The product is [CH2:10]([N:1]1[CH:5]=[CH:4][N:3]=[C:2]1[CH:6]=[O:7])[CH:9]=[CH2:8]. The yield is 0.600.